This data is from Catalyst prediction with 721,799 reactions and 888 catalyst types from USPTO. The task is: Predict which catalyst facilitates the given reaction. (1) Reactant: C(=O)([O-])[O-].[Cs+].[Cs+].[CH3:7][O:8][C:9]([C:11]1[C:15]([NH:16][C:17]([C:19]2[CH:24]=[CH:23][CH:22]=[C:21]([C:25]3[CH:26]=[N:27][NH:28][CH:29]=3)[N:20]=2)=[O:18])=[CH:14][N:13]([CH3:30])[N:12]=1)=[O:10].[C:31]([O:35][C:36]([NH:38][CH2:39][CH2:40][CH2:41][C:42]#[C:43][CH2:44]OS(C)(=O)=O)=[O:37])([CH3:34])([CH3:33])[CH3:32].O. Product: [CH3:7][O:8][C:9]([C:11]1[C:15]([NH:16][C:17]([C:19]2[CH:24]=[CH:23][CH:22]=[C:21]([C:25]3[CH:26]=[N:27][N:28]([CH2:44][C:43]#[C:42][CH2:41][CH2:40][CH2:39][NH:38][C:36]([O:35][C:31]([CH3:34])([CH3:33])[CH3:32])=[O:37])[CH:29]=3)[N:20]=2)=[O:18])=[CH:14][N:13]([CH3:30])[N:12]=1)=[O:10]. The catalyst class is: 31. (2) Reactant: C([O:3][C:4](=[O:43])[CH:5]([C:10]1[CH:11]=[C:12]([C:33]2[CH:38]=[CH:37][C:36]([C:39]([F:42])([F:41])[F:40])=[CH:35][CH:34]=2)[CH:13]=[C:14]([CH:16]2[CH2:21][CH2:20][CH2:19][N:18]([CH2:22][C:23]3[CH:32]=[CH:31][C:30]4[C:25](=[CH:26][CH:27]=[CH:28][CH:29]=4)[CH:24]=3)[CH2:17]2)[CH:15]=1)[CH2:6][CH:7]([CH3:9])[CH3:8])C.[OH-].[K+]. Product: [CH3:8][CH:7]([CH3:9])[CH2:6][CH:5]([C:10]1[CH:11]=[C:12]([C:33]2[CH:34]=[CH:35][C:36]([C:39]([F:42])([F:40])[F:41])=[CH:37][CH:38]=2)[CH:13]=[C:14]([CH:16]2[CH2:21][CH2:20][CH2:19][N:18]([CH2:22][C:23]3[CH:32]=[CH:31][C:30]4[C:25](=[CH:26][CH:27]=[CH:28][CH:29]=4)[CH:24]=3)[CH2:17]2)[CH:15]=1)[C:4]([OH:43])=[O:3]. The catalyst class is: 14. (3) Reactant: [CH2:1]1[O:3][CH2:2]1.[CH3:4][CH:5]([CH3:32])[CH:6]([NH:19][C:20]([CH:22]1[CH2:26][CH:25]([CH2:27][CH2:28][CH2:29][CH2:30][CH3:31])[CH2:24][NH:23]1)=[O:21])[CH:7]1[CH:12]([OH:13])[CH:11]([OH:14])[CH:10]([OH:15])[CH:9]([CH2:16][CH2:17][CH3:18])[O:8]1. Product: [CH3:32][CH:5]([CH3:4])[CH:6]([NH:19][C:20]([CH:22]1[CH2:26][CH:25]([CH2:27][CH2:28][CH2:29][CH2:30][CH3:31])[CH2:24][N:23]1[CH2:1][CH2:2][OH:3])=[O:21])[CH:7]1[CH:12]([OH:13])[CH:11]([OH:14])[CH:10]([OH:15])[CH:9]([CH2:16][CH2:17][CH3:18])[O:8]1. The catalyst class is: 275. (4) Reactant: O.[NH2:2][NH2:3].[F:4][C:5]([F:27])([F:26])[O:6][C:7]1[CH:12]=[CH:11][C:10]([N:13]2[CH:17]=[N:16][C:15]([C:18]3[CH:25]=[CH:24][C:21]([CH:22]=O)=[CH:20][CH:19]=3)=[N:14]2)=[CH:9][CH:8]=1. Product: [N:2](=[CH:22]/[C:21]1[CH:24]=[CH:25][C:18]([C:15]2[N:16]=[CH:17][N:13]([C:10]3[CH:11]=[CH:12][C:7]([O:6][C:5]([F:27])([F:26])[F:4])=[CH:8][CH:9]=3)[N:14]=2)=[CH:19][CH:20]=1)\[NH2:3]. The catalyst class is: 88. (5) Product: [ClH:1].[CH2:2]([O:4][C@@H:5]([CH2:9][C:10]1[CH:15]=[CH:14][C:13]([C:16]2[CH:21]=[CH:20][CH:19]=[C:18]([N:22]([CH3:33])[C:23]([NH:25][CH2:26][CH2:27][CH2:28][CH2:29][CH2:30][CH2:31][CH3:32])=[O:24])[N:17]=2)=[CH:12][CH:11]=1)[C:6]([OH:8])=[O:7])[CH3:3]. The catalyst class is: 8. Reactant: [ClH:1].[CH2:2]([O:4][C@@H:5]([CH2:9][C:10]1[CH:15]=[CH:14][C:13]([C:16]2[CH:21]=[CH:20][CH:19]=[C:18]([N:22]([CH3:33])[C:23]([NH:25][CH2:26][CH2:27][CH2:28][CH2:29][CH2:30][CH2:31][CH3:32])=[O:24])[N:17]=2)=[CH:12][CH:11]=1)[C:6]([OH:8])=[O:7])[CH3:3]. (6) Reactant: [CH3:1][C:2]1[CH:10]=[CH:9][C:8]2[NH:7][C:6]3[CH2:11][CH2:12][N:13]([C:15]4[N:20]=[CH:19][C:18]([C:21]([O:23][CH3:24])=[O:22])=[CH:17][N:16]=4)[CH2:14][C:5]=3[C:4]=2[CH:3]=1.C(O)(C(F)(F)F)=O.C([SiH](CC)CC)C. Product: [CH3:1][C:2]1[CH:10]=[CH:9][C:8]2[NH:7][CH:6]3[CH2:11][CH2:12][N:13]([C:15]4[N:16]=[CH:17][C:18]([C:21]([O:23][CH3:24])=[O:22])=[CH:19][N:20]=4)[CH2:14][CH:5]3[C:4]=2[CH:3]=1. The catalyst class is: 2. (7) Reactant: CC1(C)C(C)(C)OB([C:9]2[CH:14]=[CH:13][C:12]([C:15]34[CH2:22][CH2:21][C:18]([CH2:23][C:24]([O:26][CH3:27])=[O:25])([CH2:19][CH2:20]3)[O:17][CH2:16]4)=[CH:11][CH:10]=2)O1.Br[C:30]1[N:35]=[CH:34][C:33]([NH2:36])=[CH:32][CH:31]=1.C(=O)([O-])[O-].[Na+].[Na+]. Product: [CH3:27][O:26][C:24](=[O:25])[CH2:23][C:18]12[CH2:21][CH2:22][C:15]([C:12]3[CH:11]=[CH:10][C:9]([C:30]4[CH:31]=[CH:32][C:33]([NH2:36])=[CH:34][N:35]=4)=[CH:14][CH:13]=3)([CH2:20][CH2:19]1)[CH2:16][O:17]2. The catalyst class is: 12. (8) Reactant: CN(C)CCN(C)C.C([Li])CCC.[CH3:14][O:15][C:16]1[CH:21]=[CH:20][C:19]([O:22][CH:23]2[CH2:28][CH2:27][CH2:26][CH2:25][O:24]2)=[CH:18][N:17]=1.[I:29]I. Product: [I:29][C:20]1[C:19]([O:22][CH:23]2[CH2:28][CH2:27][CH2:26][CH2:25][O:24]2)=[CH:18][N:17]=[C:16]([O:15][CH3:14])[CH:21]=1. The catalyst class is: 1. (9) The catalyst class is: 2. Product: [CH3:1][N:2]1[C:6]2[CH:7]=[C:8]([O:21][C:22]3[CH:27]=[CH:26][CH:25]=[C:24]([O:28][CH2:29][C:30]4([CH3:32])[CH2:31][O:43]4)[CH:23]=3)[C:9]([NH:11][S:12]([C:15]3[N:16]=[CH:17][N:18]([CH3:20])[CH:19]=3)(=[O:13])=[O:14])=[CH:10][C:5]=2[N:4]([CH3:33])[C:3]1=[O:34]. Reactant: [CH3:1][N:2]1[C:6]2[CH:7]=[C:8]([O:21][C:22]3[CH:27]=[CH:26][CH:25]=[C:24]([O:28][CH2:29][C:30]([CH3:32])=[CH2:31])[CH:23]=3)[C:9]([NH:11][S:12]([C:15]3[N:16]=[CH:17][N:18]([CH3:20])[CH:19]=3)(=[O:14])=[O:13])=[CH:10][C:5]=2[N:4]([CH3:33])[C:3]1=[O:34].C1C=C(Cl)C=C(C(OO)=[O:43])C=1. (10) Reactant: [CH3:1][N:2]([CH3:16])[C:3]1([C:10]2[CH:15]=[CH:14][CH:13]=[CH:12][CH:11]=2)[CH2:8][CH2:7][C:6](=[O:9])[CH2:5][CH2:4]1.[CH2:17]([Mg]Cl)[CH2:18][C:19]1[CH:24]=[CH:23][CH:22]=[CH:21][CH:20]=1.[Cl-].[NH4+]. Product: [CH3:1][N:2]([CH3:16])[C:3]1([C:10]2[CH:11]=[CH:12][CH:13]=[CH:14][CH:15]=2)[CH2:8][CH2:7][C:6]([CH2:17][CH2:18][C:19]2[CH:24]=[CH:23][CH:22]=[CH:21][CH:20]=2)([OH:9])[CH2:5][CH2:4]1. The catalyst class is: 7.